Dataset: Catalyst prediction with 721,799 reactions and 888 catalyst types from USPTO. Task: Predict which catalyst facilitates the given reaction. (1) Reactant: C(OC([N:8]1[CH2:12][C@@H:11]([O:13][C:14]2[CH:19]=[CH:18][C:17]([F:20])=[CH:16][CH:15]=2)[CH2:10][C@H:9]1[C:21]([N:23]1[CH2:29][CH2:28][CH2:27][N:26]([CH:30]2[CH2:33][CH2:32][CH2:31]2)[CH2:25][CH2:24]1)=[O:22])=O)(C)(C)C.FC(F)(F)C(O)=O. Product: [CH:30]1([N:26]2[CH2:27][CH2:28][CH2:29][N:23]([C:21]([C@@H:9]3[CH2:10][C@H:11]([O:13][C:14]4[CH:15]=[CH:16][C:17]([F:20])=[CH:18][CH:19]=4)[CH2:12][NH:8]3)=[O:22])[CH2:24][CH2:25]2)[CH2:31][CH2:32][CH2:33]1. The catalyst class is: 2. (2) Reactant: [CH3:1][O:2][C:3]1[C:8]2[N:9]=[C:10]([NH:12][C:13]([C:15]3[S:16][C:17]([CH3:20])=[CH:18][CH:19]=3)=[O:14])[S:11][C:7]=2[CH:6]=[CH:5][CH:4]=1.[I:21]Cl.C([O-])(=O)C.[Na+].COC(=O)NC1SC2C=CC=C(OC)C=2N=1. Product: [I:21][C:6]1[C:7]2[S:11][C:10]([NH:12][C:13]([C:15]3[S:16][C:17]([CH3:20])=[CH:18][CH:19]=3)=[O:14])=[N:9][C:8]=2[C:3]([O:2][CH3:1])=[CH:4][CH:5]=1. The catalyst class is: 15. (3) Reactant: [CH3:1][O:2][C:3]1[CH:10]=[C:9]([O:11][CH3:12])[C:8]([C:13]([N:15]2[CH2:20][CH2:19][C:18]3([O:25][C:24]4[CH:26]=[CH:27][CH:28]=[CH:29][C:23]=4[N:22]4[CH:30]=[CH:31][CH:32]=[C:21]34)[CH2:17][CH2:16]2)=[O:14])=[CH:7][C:4]=1[CH:5]=[O:6].[BH4-].[Na+]. Product: [OH:6][CH2:5][C:4]1[C:3]([O:2][CH3:1])=[CH:10][C:9]([O:11][CH3:12])=[C:8]([C:13]([N:15]2[CH2:16][CH2:17][C:18]3([O:25][C:24]4[CH:26]=[CH:27][CH:28]=[CH:29][C:23]=4[N:22]4[CH:30]=[CH:31][CH:32]=[C:21]34)[CH2:19][CH2:20]2)=[O:14])[CH:7]=1. The catalyst class is: 5. (4) Reactant: [BH4-].[Na+].[Cl:3][C:4]1[C:5]([C:24]2[CH:25]=[C:26]3[C:30](=[CH:31][CH:32]=2)[N:29]([CH2:33][CH2:34][OH:35])[CH:28]=[CH:27]3)=[CH:6][C:7]2[N:11]=[C:10]([O:12][C:13]3[CH:14]=[CH:15][C:16]([CH3:22])=[C:17]([CH:21]=3)[C:18]([OH:20])=[O:19])[NH:9][C:8]=2[CH:23]=1. Product: [Cl:3][C:4]1[C:5]([C:24]2[CH:25]=[C:26]3[C:30](=[CH:31][CH:32]=2)[N:29]([CH2:33][CH2:34][OH:35])[CH2:28][CH2:27]3)=[CH:6][C:7]2[N:11]=[C:10]([O:12][C:13]3[CH:14]=[CH:15][C:16]([CH3:22])=[C:17]([CH:21]=3)[C:18]([OH:20])=[O:19])[NH:9][C:8]=2[CH:23]=1. The catalyst class is: 52. (5) Reactant: [C:1]([NH:11][C@H:12]([C:20]([OH:22])=O)[CH2:13][C:14]1[CH:19]=[CH:18][CH:17]=[CH:16][CH:15]=1)([O:3][CH2:4][C:5]1[CH:10]=[CH:9][CH:8]=[CH:7][CH:6]=1)=[O:2].O=S(Cl)[Cl:25]. Product: [C:1]([NH:11][C@H:12]([C:20]([Cl:25])=[O:22])[CH2:13][C:14]1[CH:19]=[CH:18][CH:17]=[CH:16][CH:15]=1)([O:3][CH2:4][C:5]1[CH:10]=[CH:9][CH:8]=[CH:7][CH:6]=1)=[O:2]. The catalyst class is: 2.